This data is from Reaction yield outcomes from USPTO patents with 853,638 reactions. The task is: Predict the reaction yield, written as a fraction of the theoretical maximum amount of product (1.0 means a 100% yield; for example, 0.34 means a 34% yield). (1) The product is [CH2:1]([N:3]1[C:6]([CH2:7][C:8]([O:10][CH:11]([CH3:12])[CH3:13])=[O:9])=[CH:14][C:15]([CH3:16])=[N:4]1)[CH3:2]. The yield is 0.790. The reactants are [CH2:1]([NH:3][NH2:4])[CH3:2].O=[C:6]([CH2:14][C:15](=O)[CH3:16])[CH2:7][C:8]([O:10][CH:11]([CH3:13])[CH3:12])=[O:9]. The catalyst is C1(C)C=CC=CC=1. (2) The reactants are Cl[C:2]1[CH:7]=[CH:6][CH:5]=[CH:4][CH:3]=1.[NH:8]1[CH2:13][CH2:12][CH2:11][CH2:10][CH2:9]1.CC([O-])(C)C.[Na+]. The catalyst is COCCOC.C1C=CC(/C=C/C(/C=C/C2C=CC=CC=2)=O)=CC=1.C1C=CC(/C=C/C(/C=C/C2C=CC=CC=2)=O)=CC=1.C1C=CC(/C=C/C(/C=C/C2C=CC=CC=2)=O)=CC=1.[Pd].[Pd]. The product is [C:2]1([CH:11]2[CH2:12][CH2:13][NH:8][CH2:9][CH2:10]2)[CH:7]=[CH:6][CH:5]=[CH:4][CH:3]=1. The yield is 0.110.